This data is from Forward reaction prediction with 1.9M reactions from USPTO patents (1976-2016). The task is: Predict the product of the given reaction. Given the reactants C[O:2][C:3](=[O:15])[CH2:4][C:5]1[CH:10]=[CH:9][C:8]([C:11]([CH3:14])([CH3:13])[CH3:12])=[CH:7][CH:6]=1.[OH-].[Na+], predict the reaction product. The product is: [C:11]([C:8]1[CH:9]=[CH:10][C:5]([CH2:4][C:3]([OH:15])=[O:2])=[CH:6][CH:7]=1)([CH3:14])([CH3:12])[CH3:13].